Predict which catalyst facilitates the given reaction. From a dataset of Catalyst prediction with 721,799 reactions and 888 catalyst types from USPTO. (1) Reactant: [Br:1][C:2]1[CH:7]=[CH:6][C:5]([OH:8])=[C:4]([F:9])[CH:3]=1.[CH:10](O)([CH3:12])[CH3:11].C1(P(C2C=CC=CC=2)C2C=CC=CC=2)C=CC=CC=1.CC(OC(/N=N/C(OC(C)C)=O)=O)C. Product: [Br:1][C:2]1[CH:7]=[CH:6][C:5]([O:8][CH:10]([CH3:12])[CH3:11])=[C:4]([F:9])[CH:3]=1. The catalyst class is: 1. (2) Reactant: [C:1]([O:5][C:6]([N:8]1[CH2:13][CH2:12][N:11]([C:14]2[CH:19]=[CH:18][C:17]([Br:20])=[CH:16][C:15]=2[N+:21]([O-])=O)[CH2:10][CH2:9]1)=[O:7])([CH3:4])([CH3:3])[CH3:2].[BH4-].[Na+]. Product: [C:1]([O:5][C:6]([N:8]1[CH2:13][CH2:12][N:11]([C:14]2[CH:19]=[CH:18][C:17]([Br:20])=[CH:16][C:15]=2[NH2:21])[CH2:10][CH2:9]1)=[O:7])([CH3:4])([CH3:2])[CH3:3]. The catalyst class is: 61. (3) Reactant: [Br:1][C:2]1[CH:3]=[C:4]2[C:8](=[CH:9][CH:10]=1)[NH:7][CH:6]=[CH:5]2.[H-].[Al+3].[Li+].[H-].[H-].[H-].O.[OH-].[Na+].C(O[CH2:24][CH3:25])(=O)C. The catalyst class is: 7. Product: [NH3:7].[CH3:8][N:7]1[CH2:6][CH2:5][CH2:4][C@@H:24]1[CH2:25][C:5]1[C:4]2[C:8](=[CH:9][CH:10]=[C:2]([Br:1])[CH:3]=2)[NH:7][CH:6]=1. (4) Reactant: [B:1](OC(C)C)([O:6]C(C)C)[O:2]C(C)C.Br[C:15]1[CH:16]=[C:17]2[C:22](=[CH:23][CH:24]=1)[CH:21]=[N:20][CH:19]=[CH:18]2.C([Li])CCC.[ClH:30]. Product: [ClH:30].[CH:21]1[C:22]2[C:17](=[CH:16][C:15]([B:1]([OH:6])[OH:2])=[CH:24][CH:23]=2)[CH:18]=[CH:19][N:20]=1. The catalyst class is: 1. (5) Reactant: [F:1][C:2]1[CH:10]=[CH:9][C:8]([C:11]([F:14])([F:13])[F:12])=[CH:7][C:3]=1[C:4]([OH:6])=O.CCN=C=NCCCN(C)C.Cl.[C:27]([C:29]1[C:30]([C:43]([F:46])([F:45])[F:44])=[C:31]2[C:35](=[CH:36][CH:37]=1)[N:34]([CH2:38][C:39](=[NH:42])[NH:40]O)[CH:33]=[CH:32]2)#[N:28]. The catalyst class is: 26. Product: [F:1][C:2]1[CH:10]=[CH:9][C:8]([C:11]([F:14])([F:13])[F:12])=[CH:7][C:3]=1[C:4]1[O:6][N:42]=[C:39]([CH2:38][N:34]2[C:35]3[C:31](=[C:30]([C:43]([F:46])([F:44])[F:45])[C:29]([C:27]#[N:28])=[CH:37][CH:36]=3)[CH:32]=[CH:33]2)[N:40]=1.